From a dataset of TCR-epitope binding with 47,182 pairs between 192 epitopes and 23,139 TCRs. Binary Classification. Given a T-cell receptor sequence (or CDR3 region) and an epitope sequence, predict whether binding occurs between them. (1) The epitope is FLPRVFSAV. The TCR CDR3 sequence is CASSSGHSYEQYF. Result: 1 (the TCR binds to the epitope). (2) The epitope is KPLEFGATSAAL. The TCR CDR3 sequence is CASSSGQGNNEQFF. Result: 1 (the TCR binds to the epitope). (3) The epitope is RLRAEAQVK. The TCR CDR3 sequence is CASGLYPGQPQHF. Result: 1 (the TCR binds to the epitope). (4) The epitope is KLFIRQEEV. The TCR CDR3 sequence is CASSQDLTKMDLTF. Result: 0 (the TCR does not bind to the epitope). (5) The epitope is IPIQASLPF. The TCR CDR3 sequence is CASSLEQLNTEAFF. Result: 1 (the TCR binds to the epitope). (6) The epitope is MMISAGFSL. The TCR CDR3 sequence is CAISKTDRGNTEAFF. Result: 0 (the TCR does not bind to the epitope). (7) The epitope is TEKSNIIRGW. The TCR CDR3 sequence is CASSQGYNEQFF. Result: 0 (the TCR does not bind to the epitope). (8) The epitope is SEISMDNSPNL. The TCR CDR3 sequence is CASSLDVNEQFF. Result: 0 (the TCR does not bind to the epitope). (9) The epitope is IVTDFSVIK. The TCR CDR3 sequence is CASSPPGDGYTF. Result: 1 (the TCR binds to the epitope).